Dataset: Blood-brain barrier permeability classification from the B3DB database. Task: Regression/Classification. Given a drug SMILES string, predict its absorption, distribution, metabolism, or excretion properties. Task type varies by dataset: regression for continuous measurements (e.g., permeability, clearance, half-life) or binary classification for categorical outcomes (e.g., BBB penetration, CYP inhibition). Dataset: b3db_classification. (1) The molecule is COc1ccc2c(c1)CN(C)CC2c1ccc(Cl)c(Cl)c1. The result is 1 (penetrates BBB). (2) The compound is CN(CCN(C)CNC(=O)C1=C(O)C2(O)C(=O)C3=C(O)c4c(O)cccc4C(C)(O)C3CC2C(N(C)C)C1=O)CNC(=O)C1=C(O)C2(O)C(=O)C3=C(O)c4c(O)cccc4C(C)(O)C3CC2C(N(C)C)C1=O. The result is 0 (does not penetrate BBB). (3) The drug is C#C[C@]1(O)CC[C@H]2[C@@H]3CCC4=Cc5c(cnn5-c5ccc(F)cc5)C[C@]4(C)[C@H]3CC[C@@]21C. The result is 1 (penetrates BBB). (4) The compound is CC1(C)S[C@@H]2[C@H](N3C(=O)[C@@H](c4ccc(O)cc4)NC3(C)C)C(=O)N2[C@H]1C(=O)O. The result is 0 (does not penetrate BBB).